This data is from Forward reaction prediction with 1.9M reactions from USPTO patents (1976-2016). The task is: Predict the product of the given reaction. Given the reactants [F:1][C:2]1[CH:3]=[C:4]2[C:8](=[C:9]([F:11])[CH:10]=1)[NH:7][CH:6]=[CH:5]2.Cl[C:13]1[CH:18]=[CH:17][N:16]=[C:15]([NH:19][CH:20]2[CH2:25][C:24]([CH3:27])([CH3:26])[NH:23][C:22]([CH3:29])([CH3:28])[CH2:21]2)[N:14]=1.CCCC[N+](CCCC)(CCCC)CCCC.[F-], predict the reaction product. The product is: [F:1][C:2]1[CH:3]=[C:4]2[C:8](=[C:9]([F:11])[CH:10]=1)[NH:7][CH:6]=[C:5]2[C:17]1[CH:18]=[CH:13][N:14]=[C:15]([NH:19][CH:20]2[CH2:25][C:24]([CH3:27])([CH3:26])[NH:23][C:22]([CH3:29])([CH3:28])[CH2:21]2)[N:16]=1.